From a dataset of Forward reaction prediction with 1.9M reactions from USPTO patents (1976-2016). Predict the product of the given reaction. (1) Given the reactants [Br:1][C:2]1[CH:7]=[CH:6][CH:5]=[CH:4][C:3]=1[OH:8].CS(O[CH:14]1[CH2:18][CH2:17][N:16]([CH3:19])[CH2:15]1)(=O)=O, predict the reaction product. The product is: [Br:1][C:2]1[CH:7]=[CH:6][CH:5]=[CH:4][C:3]=1[O:8][CH:14]1[CH2:18][CH2:17][N:16]([CH3:19])[CH2:15]1. (2) Given the reactants [C:1]([C:3]1[CH:4]=[C:5]([NH:9][C:10]([NH:12][C:13]2[CH:18]=[CH:17][C:16]([S:19]([N:22]3[CH2:27][CH2:26][O:25][CH2:24][CH2:23]3)(=[O:21])=[O:20])=[CH:15][CH:14]=2)=[O:11])[CH:6]=[CH:7][CH:8]=1)#[N:2].[CH2:28]([N:32]1[CH2:37][CH2:36][NH:35][CH2:34][CH2:33]1)[CH2:29][CH2:30][CH3:31], predict the reaction product. The product is: [CH2:28]([N:32]1[CH2:37][CH2:36][N:35]([C:1](=[NH:2])[C:3]2[CH:4]=[C:5]([NH:9][C:10]([NH:12][C:13]3[CH:14]=[CH:15][C:16]([S:19]([N:22]4[CH2:27][CH2:26][O:25][CH2:24][CH2:23]4)(=[O:21])=[O:20])=[CH:17][CH:18]=3)=[O:11])[CH:6]=[CH:7][CH:8]=2)[CH2:34][CH2:33]1)[CH2:29][CH2:30][CH3:31]. (3) Given the reactants [CH2:1]([N:8]1[CH:16]=[C:15]2[C:10]([CH:11]=[C:12]([C:17]3[CH:18]=[C:19]([CH:27]4[CH2:32][CH2:31]NCC4)[N:20]4[C:25]=3[C:24]([NH2:26])=[N:23][CH:22]=[N:21]4)[CH:13]=[CH:14]2)=[N:9]1)[C:2]1[CH:7]=[CH:6][CH:5]=[CH:4][CH:3]=1.CCN=C=NCCCN(C)C.Cl.C1[CH:46]=[CH:47][C:48]2N(O)N=[N:51][C:49]=2C=1.C(N(C(C)C)CC)(C)C.[CH3:64][N:65]([CH:67]=[O:68])[CH3:66], predict the reaction product. The product is: [NH2:51][CH2:49][C:48]1([C:67]([N:65]2[CH2:66][CH2:31][CH2:32][CH:27]([C:19]3[N:20]4[C:25]([C:24]([NH2:26])=[N:23][CH:22]=[N:21]4)=[C:17]([C:12]4[CH:13]=[CH:14][C:15]5[C:10]([CH:11]=4)=[N:9][N:8]([CH2:1][C:2]4[CH:7]=[CH:6][CH:5]=[CH:4][CH:3]=4)[CH:16]=5)[CH:18]=3)[CH2:64]2)=[O:68])[CH2:46][CH2:47]1. (4) Given the reactants [H-].[Na+].[C:3]([O:7][C:8]([NH:10][CH:11]1[N:17]=[C:16]([CH:18]([CH3:20])[CH3:19])[C:15]2[CH:21]=[CH:22][CH:23]=[CH:24][C:14]=2[NH:13][C:12]1=[O:25])=[O:9])([CH3:6])([CH3:5])[CH3:4].[C:26]([C:29]1[S:30][CH:31]=[CH:32][C:33]=1[CH2:34]Br)(=[O:28])[CH3:27], predict the reaction product. The product is: [C:26]([C:29]1[S:30][CH:31]=[CH:32][C:33]=1[CH2:34][N:13]1[C:14]2[CH:24]=[CH:23][CH:22]=[CH:21][C:15]=2[C:16]([CH:18]([CH3:19])[CH3:20])=[N:17][CH:11]([NH:10][C:8]([O:7][C:3]([CH3:5])([CH3:6])[CH3:4])=[O:9])[C:12]1=[O:25])(=[O:28])[CH3:27]. (5) Given the reactants [F:1][C:2]1[CH:7]=[CH:6][C:5]([O:8][CH3:9])=[CH:4][C:3]=1[NH:10][C:11]([NH2:13])=[S:12].BrBr.C(=O)(O)[O-].[Na+], predict the reaction product. The product is: [F:1][C:2]1[C:3]2[N:10]=[C:11]([NH2:13])[S:12][C:4]=2[C:5]([O:8][CH3:9])=[CH:6][CH:7]=1. (6) Given the reactants [Cl:1][C:2]1[CH:3]=[N:4][C:5]2[N:6]([N:8]=[C:9]([C:11]([OH:13])=O)[CH:10]=2)[CH:7]=1.[CH3:14][N:15]1[C:20]2[CH:21]=[C:22]([CH3:24])[S:23][C:19]=2[CH2:18][CH2:17][NH:16]1, predict the reaction product. The product is: [Cl:1][C:2]1[CH:3]=[N:4][C:5]2[N:6]([N:8]=[C:9]([C:11]([N:16]3[CH2:17][CH2:18][C:19]4[S:23][C:22]([CH3:24])=[CH:21][C:20]=4[N:15]3[CH3:14])=[O:13])[CH:10]=2)[CH:7]=1. (7) Given the reactants [Cl-].[CH3:2][O:3][CH2:4][P+](C1C=CC=CC=1)(C1C=CC=CC=1)C1C=CC=CC=1.CC(C)([O-])C.[K+].[CH2:30]([O:37][C:38](=[O:48])[N:39]([CH3:47])[CH:40]1[CH2:45][CH2:44][C:43](=O)[CH2:42][CH2:41]1)[C:31]1[CH:36]=[CH:35][CH:34]=[CH:33][CH:32]=1.C([O-])(O)=O.[Na+], predict the reaction product. The product is: [CH2:30]([O:37][C:38](=[O:48])[N:39]([CH:40]1[CH2:45][CH2:44][C:43](=[CH:2][O:3][CH3:4])[CH2:42][CH2:41]1)[CH3:47])[C:31]1[CH:36]=[CH:35][CH:34]=[CH:33][CH:32]=1.